This data is from Full USPTO retrosynthesis dataset with 1.9M reactions from patents (1976-2016). The task is: Predict the reactants needed to synthesize the given product. (1) Given the product [CH3:1][C:2]1[CH:7]=[CH:6][C:5]([CH3:8])=[CH:4][C:3]=1[NH:9][C:10]1[N:15]2[N:16]=[CH:17][C:18]([C:19]([O:21][CH2:22][CH3:23])=[O:20])=[C:14]2[N:13]=[CH:12][C:11]=1[C:24]([N:32]1[CH2:31][CH2:30][C:29]([F:28])([C:35]2[CH:40]=[CH:39][C:38]([F:41])=[CH:37][CH:36]=2)[CH2:34][CH2:33]1)=[O:26], predict the reactants needed to synthesize it. The reactants are: [CH3:1][C:2]1[CH:7]=[CH:6][C:5]([CH3:8])=[CH:4][C:3]=1[NH:9][C:10]1[N:15]2[N:16]=[CH:17][C:18]([C:19]([O:21][CH2:22][CH3:23])=[O:20])=[C:14]2[N:13]=[CH:12][C:11]=1[C:24]([OH:26])=O.Cl.[F:28][C:29]1([C:35]2[CH:40]=[CH:39][C:38]([F:41])=[CH:37][CH:36]=2)[CH2:34][CH2:33][NH:32][CH2:31][CH2:30]1. (2) Given the product [F:28][C:29]1[CH:34]=[CH:33][C:32]([C:35]([F:38])([F:37])[F:36])=[CH:31][C:30]=1[NH:39][C:40]([N:2]([CH3:1])[C:3]1[CH:8]=[CH:7][C:6]([CH:9]2[CH2:27][N:13]3[C:14](=[O:26])[NH:15][C:16]4[CH:17]=[C:18]([C:22]([O:24][CH3:25])=[O:23])[CH:19]=[CH:20][C:21]=4[C:12]3=[N:11][CH2:10]2)=[CH:5][CH:4]=1)=[O:41], predict the reactants needed to synthesize it. The reactants are: [CH3:1][NH:2][C:3]1[CH:8]=[CH:7][C:6]([CH:9]2[CH2:27][N:13]3[C:14](=[O:26])[NH:15][C:16]4[CH:17]=[C:18]([C:22]([O:24][CH3:25])=[O:23])[CH:19]=[CH:20][C:21]=4[C:12]3=[N:11][CH2:10]2)=[CH:5][CH:4]=1.[F:28][C:29]1[CH:34]=[CH:33][C:32]([C:35]([F:38])([F:37])[F:36])=[CH:31][C:30]=1[N:39]=[C:40]=[O:41]. (3) The reactants are: Cl.[CH3:2][N:3]([CH3:8])[CH2:4][C:5](O)=[O:6].Cl.CN(C)CCCN=C=NCC.C(N(CC)CC)C.[O:28]1[CH2:33][CH2:32][CH2:31][CH2:30][CH:29]1[N:34]1[C:42]2[C:37](=[CH:38][C:39]([C:43]3[N:47]=[CH:46][N:45]([C:48]([C:61]4[CH:66]=[CH:65][CH:64]=[CH:63][CH:62]=4)([C:55]4[CH:60]=[CH:59][CH:58]=[CH:57][CH:56]=4)[C:49]4[CH:54]=[CH:53][CH:52]=[CH:51][CH:50]=4)[N:44]=3)=[CH:40][CH:41]=2)[C:36]([C:67]2[CH:68]=[C:69]([NH2:73])[CH:70]=[CH:71][CH:72]=2)=[N:35]1. Given the product [CH3:2][N:3]([CH3:8])[CH2:4][C:5]([NH:73][C:69]1[CH:70]=[CH:71][CH:72]=[C:67]([C:36]2[C:37]3[C:42](=[CH:41][CH:40]=[C:39]([C:43]4[N:47]=[CH:46][N:45]([C:48]([C:49]5[CH:50]=[CH:51][CH:52]=[CH:53][CH:54]=5)([C:55]5[CH:60]=[CH:59][CH:58]=[CH:57][CH:56]=5)[C:61]5[CH:66]=[CH:65][CH:64]=[CH:63][CH:62]=5)[N:44]=4)[CH:38]=3)[N:34]([CH:29]3[CH2:30][CH2:31][CH2:32][CH2:33][O:28]3)[N:35]=2)[CH:68]=1)=[O:6], predict the reactants needed to synthesize it. (4) Given the product [Br:7][C:8]1[CH:13]=[CH:12][C:11]([N+:14]([O-:16])=[O:15])=[C:10]([NH2:18])[CH:9]=1, predict the reactants needed to synthesize it. The reactants are: CC(C)([O-])C.[K+].[Br:7][C:8]1[CH:13]=[CH:12][C:11]([N+:14]([O-:16])=[O:15])=[CH:10][CH:9]=1.C[N:18](C=O)C. (5) Given the product [F:15][C:16]1[CH:21]=[C:20]([OH:22])[CH:19]=[CH:18][C:17]=1[C:23]1([OH:29])[CH2:24][CH2:25][N:26]([C:2]2[CH:3]=[CH:4][C:5]3[N:6]([C:8]([C:11]([F:14])([F:13])[F:12])=[N:9][N:10]=3)[N:7]=2)[CH2:27][CH2:28]1, predict the reactants needed to synthesize it. The reactants are: Cl[C:2]1[CH:3]=[CH:4][C:5]2[N:6]([C:8]([C:11]([F:14])([F:13])[F:12])=[N:9][N:10]=2)[N:7]=1.[F:15][C:16]1[CH:21]=[C:20]([OH:22])[CH:19]=[CH:18][C:17]=1[C:23]1([OH:29])[CH2:28][CH2:27][NH:26][CH2:25][CH2:24]1. (6) Given the product [NH2:7][C:5]1[S:6][C:2]([C:16]#[N:17])=[C:3]([C:8]2[CH:13]=[CH:12][N:11]=[C:10]([S:14][CH3:15])[N:9]=2)[N:4]=1, predict the reactants needed to synthesize it. The reactants are: Br[C:2]1[S:6][C:5]([NH2:7])=[N:4][C:3]=1[C:8]1[CH:13]=[CH:12][N:11]=[C:10]([S:14][CH3:15])[N:9]=1.[CH3:16][N:17](C=O)C. (7) The reactants are: [N+:1]([O-:4])(O)=[O:2].[F:5][C:6]1[CH:7]=[C:8]([CH:11]=[CH:12][C:13]=1[OH:14])[C:9]#[N:10]. Given the product [F:5][C:6]1[CH:7]=[C:8]([CH:11]=[C:12]([N+:1]([O-:4])=[O:2])[C:13]=1[OH:14])[C:9]#[N:10], predict the reactants needed to synthesize it. (8) Given the product [CH2:13]([O:15][C:16](=[O:36])[CH:17]=[C:18]([C:2]1[CH:3]=[C:4]2[C:8](=[CH:9][CH:10]=1)[NH:7][CH:6]=[C:5]2[C:11]#[N:12])[C:19]1[CH:24]=[CH:23][CH:22]=[CH:21][CH:20]=1)[CH3:14], predict the reactants needed to synthesize it. The reactants are: Br[C:2]1[CH:3]=[C:4]2[C:8](=[CH:9][CH:10]=1)[NH:7][CH:6]=[C:5]2[C:11]#[N:12].[CH2:13]([O:15][C:16](=[O:36])[CH:17]=[C:18](C1C=CC=C2C=1C(C#N)=CN2)[C:19]1[CH:24]=[CH:23][CH:22]=[CH:21][CH:20]=1)[CH3:14].